Dataset: Forward reaction prediction with 1.9M reactions from USPTO patents (1976-2016). Task: Predict the product of the given reaction. (1) Given the reactants [Cl:1][C:2]1[CH:7]=[CH:6][CH:5]=[C:4]([CH3:8])[N:3]=1.C1C=C(Cl)C=C(C(OO)=[O:17])C=1, predict the reaction product. The product is: [Cl:1][C:2]1[CH:7]=[CH:6][CH:5]=[C:4]([CH3:8])[N+:3]=1[O-:17]. (2) Given the reactants CS(O[CH:6]([C:15]1[CH:16]=[N:17][C:18]([NH:21][C:22]([C:24]2([C:27]3[CH:35]=[CH:34][C:30]4[O:31][CH2:32][O:33][C:29]=4[CH:28]=3)[CH2:26][CH2:25]2)=[O:23])=[CH:19][CH:20]=1)[C:7]1[CH:12]=[CH:11][CH:10]=[CH:9][C:8]=1[O:13][CH3:14])(=O)=O.[OH:36][C@@H:37]1[CH2:41][CH2:40][NH:39][CH2:38]1, predict the reaction product. The product is: [O:31]1[C:30]2[CH:34]=[CH:35][C:27]([C:24]3([C:22]([NH:21][C:18]4[CH:19]=[CH:20][C:15]([CH:6]([N:39]5[CH2:40][CH2:41][C@@H:37]([OH:36])[CH2:38]5)[C:7]5[CH:12]=[CH:11][CH:10]=[CH:9][C:8]=5[O:13][CH3:14])=[CH:16][N:17]=4)=[O:23])[CH2:26][CH2:25]3)=[CH:28][C:29]=2[O:33][CH2:32]1. (3) Given the reactants [CH2:1]([O:8][C:9]1[C:10](=[O:15])[NH:11][CH:12]=[CH:13][CH:14]=1)[C:2]1[CH:7]=[CH:6][CH:5]=[CH:4][CH:3]=1.CS(OC[CH:22]([N:25]=[N+:26]=[N-:27])[CH2:23][CH3:24])(=O)=O.N([CH2:31]CN1C=CC=C(OC)C1=O)=[N+]=[N-], predict the reaction product. The product is: [N:25]([CH2:22][CH2:23][CH2:24][CH2:31][N:11]1[CH:12]=[CH:13][CH:14]=[C:9]([O:8][CH2:1][C:2]2[CH:3]=[CH:4][CH:5]=[CH:6][CH:7]=2)[C:10]1=[O:15])=[N+:26]=[N-:27]. (4) Given the reactants [N:1]1[N:2]=[C:3]([C:10]2[CH:19]=[CH:18][C:17]3[C:12](=[C:13]([OH:20])[CH:14]=[CH:15][CH:16]=3)[N:11]=2)[N:4]2[CH:9]=[CH:8][CH:7]=[CH:6][C:5]=12.C(N(CC)CC)C.C1(N([S:35]([C:38]([F:41])([F:40])[F:39])(=[O:37])=[O:36])[S:35]([C:38]([F:41])([F:40])[F:39])(=[O:37])=[O:36])C=CC=CC=1.O, predict the reaction product. The product is: [F:39][C:38]([F:41])([F:40])[S:35]([O:20][C:13]1[CH:14]=[CH:15][CH:16]=[C:17]2[C:12]=1[N:11]=[C:10]([C:3]1[N:4]3[CH:9]=[CH:8][CH:7]=[CH:6][C:5]3=[N:1][N:2]=1)[CH:19]=[CH:18]2)(=[O:37])=[O:36]. (5) Given the reactants Cl[C:2]1[N:7]=[CH:6][C:5]([C:8]([O:10][CH3:11])=[O:9])=[CH:4][CH:3]=1.[C:12]([C:14]1[S:18][C:17](B(O)O)=[CH:16][CH:15]=1)#[N:13], predict the reaction product. The product is: [C:12]([C:14]1[S:18][C:17]([C:2]2[N:7]=[CH:6][C:5]([C:8]([O:10][CH3:11])=[O:9])=[CH:4][CH:3]=2)=[CH:16][CH:15]=1)#[N:13]. (6) Given the reactants [F:1][C:2]1[C:7]([F:8])=[CH:6][C:5]([OH:9])=[C:4]([O:10][CH2:11][CH:12]2[CH2:14][O:13]2)[CH:3]=1.[OH-].[K+].Cl.O, predict the reaction product. The product is: [F:1][C:2]1[C:7]([F:8])=[CH:6][C:5]2[O:9][CH:12]([CH2:14][OH:13])[CH2:11][O:10][C:4]=2[CH:3]=1. (7) Given the reactants [CH2:1]([O:8][C:9]1[C:10]([OH:17])=[C:11]([CH:14]=[CH:15][CH:16]=1)[CH:12]=[O:13])[C:2]1[CH:7]=[CH:6][CH:5]=[CH:4][CH:3]=1.C(=O)([O-])[O-].[Cs+].[Cs+].[CH:24]1([CH2:27]Br)[CH2:26][CH2:25]1.[Cl-].[NH4+], predict the reaction product. The product is: [CH2:1]([O:8][C:9]1[C:10]([O:17][CH2:27][CH:24]2[CH2:26][CH2:25]2)=[C:11]([CH:14]=[CH:15][CH:16]=1)[CH:12]=[O:13])[C:2]1[CH:3]=[CH:4][CH:5]=[CH:6][CH:7]=1. (8) Given the reactants [O:1]1[CH2:6][CH2:5][N:4]([C:7]2[C:8]3[N:9]([C:13]([C:28]4[CH:40]=[CH:39][C:31]([C:32]([O:34][C:35]([CH3:38])([CH3:37])[CH3:36])=[O:33])=[CH:30][CH:29]=4)=[C:14](/[CH:16]=[CH:17]/[C:18]4[CH:27]=[CH:26][C:25]5[CH2:24][CH2:23][CH2:22][CH2:21][C:20]=5[N:19]=4)[N:15]=3)[N:10]=[CH:11][CH:12]=2)[CH2:3][CH2:2]1.CC1C=CC(S(NN)(=O)=O)=CC=1.C([O-])(=O)C.[Na+], predict the reaction product. The product is: [O:1]1[CH2:6][CH2:5][N:4]([C:7]2[C:8]3[N:9]([C:13]([C:28]4[CH:29]=[CH:30][C:31]([C:32]([O:34][C:35]([CH3:36])([CH3:37])[CH3:38])=[O:33])=[CH:39][CH:40]=4)=[C:14]([CH2:16][CH2:17][C:18]4[CH:27]=[CH:26][C:25]5[CH2:24][CH2:23][CH2:22][CH2:21][C:20]=5[N:19]=4)[N:15]=3)[N:10]=[CH:11][CH:12]=2)[CH2:3][CH2:2]1. (9) The product is: [NH2:35][C:36]1[N:44]=[CH:43][N:42]=[C:41]2[C:37]=1[N:38]=[CH:39][N:40]2[CH:3]([C:5]1[O:6][C:7](=[O:27])[C:8]2[C:13]([C:14]=1[C:15]1[S:16][C:17]([CH2:20][N:21]3[CH2:26][CH2:25][O:24][CH2:23][CH2:22]3)=[CH:18][CH:19]=1)=[CH:12][CH:11]=[CH:10][CH:9]=2)[CH3:4]. Given the reactants Br.Br[CH:3]([C:5]1[O:6][C:7](=[O:27])[C:8]2[C:13]([C:14]=1[C:15]1[S:16][C:17]([CH2:20][N:21]3[CH2:26][CH2:25][O:24][CH2:23][CH2:22]3)=[CH:18][CH:19]=1)=[CH:12][CH:11]=[CH:10][CH:9]=2)[CH3:4].C(OC([N:35](C(OC(C)(C)C)=O)[C:36]1[N:44]=[CH:43][N:42]=[C:41]2[C:37]=1[NH:38][CH:39]=[N:40]2)=O)(C)(C)C.C([O-])([O-])=O.[K+].[K+], predict the reaction product. (10) Given the reactants [C:1]([NH:4][CH2:5][CH2:6][CH2:7][S:8]([O:11][CH2:12][C:13]([CH3:19])([CH3:18])[CH2:14][CH2:15][CH:16]=C)(=[O:10])=[O:9])(=[O:3])[CH3:2].O.[O:21]1CCCC1.I([O-])(=O)(=O)=O.[Na+], predict the reaction product. The product is: [C:1]([NH:4][CH2:5][CH2:6][CH2:7][S:8]([O:11][CH2:12][C:13]([CH3:19])([CH3:18])[CH2:14][CH2:15][CH:16]=[O:21])(=[O:10])=[O:9])(=[O:3])[CH3:2].